From a dataset of Full USPTO retrosynthesis dataset with 1.9M reactions from patents (1976-2016). Predict the reactants needed to synthesize the given product. (1) Given the product [Cl:1][C:2]1[CH:3]=[CH:4][C:5]([NH:8][C:9](=[O:24])[C:10]2[CH:15]=[CH:14][CH:13]=[CH:12][C:11]=2[NH:16][CH2:17][CH:18]2[CH2:19][CH2:20][N:21]([C:26]3[CH:31]=[CH:30][N:29]=[C:28]([CH3:32])[CH:27]=3)[CH2:22][CH2:23]2)=[N:6][CH:7]=1, predict the reactants needed to synthesize it. The reactants are: [Cl:1][C:2]1[CH:3]=[CH:4][C:5]([NH:8][C:9](=[O:24])[C:10]2[CH:15]=[CH:14][CH:13]=[CH:12][C:11]=2[NH:16][CH2:17][CH:18]2[CH2:23][CH2:22][NH:21][CH2:20][CH2:19]2)=[N:6][CH:7]=1.Cl[C:26]1[CH:31]=[CH:30][N:29]=[C:28]([CH3:32])[CH:27]=1. (2) Given the product [F:9][C:5]1[C:6]([CH3:8])=[N:7][C:2]([NH:14][C:13]2[CH:15]=[C:16]([C:18]3[S:22][CH:21]=[N:20][CH:19]=3)[CH:17]=[C:11]([CH3:10])[CH:12]=2)=[N:3][CH:4]=1, predict the reactants needed to synthesize it. The reactants are: Cl[C:2]1[N:7]=[C:6]([CH3:8])[C:5]([F:9])=[CH:4][N:3]=1.[CH3:10][C:11]1[CH:12]=[C:13]([CH:15]=[C:16]([C:18]2[S:22][CH:21]=[N:20][CH:19]=2)[CH:17]=1)[NH2:14].CC1(C)C2C(=C(P(C3C=CC=CC=3)C3C=CC=CC=3)C=CC=2)OC2C(P(C3C=CC=CC=3)C3C=CC=CC=3)=CC=CC1=2.C(=O)([O-])[O-].[Cs+].[Cs+]. (3) The reactants are: Br[C:2]1[CH:7]=[CH:6][C:5]([C:8]([CH3:17])([CH3:16])[C:9]([NH:11][CH2:12][CH:13]([CH3:15])[CH3:14])=[O:10])=[CH:4][CH:3]=1.[CH3:18][O:19][C:20]([C:22]1[CH:23]=[C:24](B(O)O)[CH:25]=[CH:26][CH:27]=1)=[O:21]. Given the product [CH2:12]([NH:11][C:9](=[O:10])[C:8]([C:5]1[CH:6]=[CH:7][C:2]([C:26]2[CH:25]=[CH:24][CH:23]=[C:22]([C:20]([O:19][CH3:18])=[O:21])[CH:27]=2)=[CH:3][CH:4]=1)([CH3:17])[CH3:16])[CH:13]([CH3:15])[CH3:14], predict the reactants needed to synthesize it. (4) The reactants are: Br[C:2]1[CH:7]=[CH:6][C:5]([C:8]([F:11])([F:10])[F:9])=[C:4]([F:12])[CH:3]=1.[CH3:13][C:14]1([CH3:30])[C:18]([CH3:20])([CH3:19])[O:17][B:16]([B:16]2[O:17][C:18]([CH3:20])([CH3:19])[C:14]([CH3:30])([CH3:13])[O:15]2)[O:15]1.C([O-])(=O)C.[K+].C(OCC)(=O)C. Given the product [F:12][C:4]1[CH:3]=[C:2]([B:16]2[O:17][C:18]([CH3:20])([CH3:19])[C:14]([CH3:30])([CH3:13])[O:15]2)[CH:7]=[CH:6][C:5]=1[C:8]([F:11])([F:10])[F:9], predict the reactants needed to synthesize it. (5) Given the product [C:43]([N:30]1[CH2:31][CH2:32][CH2:33][C@@H:28]([N:3]([CH3:2])[C:4]2[N:5]=[C:6]([NH:13][C:14]3[CH:19]=[CH:18][C:17]([C:20]([N:22]4[CH2:23][CH2:24][O:25][CH2:26][CH2:27]4)=[O:21])=[CH:16][CH:15]=3)[C:7]([C:10]([NH2:12])=[O:11])=[N:8][CH:9]=2)[CH2:29]1)(=[O:46])[CH:44]=[CH2:45].[ClH:47], predict the reactants needed to synthesize it. The reactants are: Cl.[CH3:2][N:3]([C@@H:28]1[CH2:33][CH2:32][CH2:31][NH:30][CH2:29]1)[C:4]1[N:5]=[C:6]([NH:13][C:14]2[CH:19]=[CH:18][C:17]([C:20]([N:22]3[CH2:27][CH2:26][O:25][CH2:24][CH2:23]3)=[O:21])=[CH:16][CH:15]=2)[C:7]([C:10]([NH2:12])=[O:11])=[N:8][CH:9]=1.CCN(C(C)C)C(C)C.[C:43]([Cl:47])(=[O:46])[CH:44]=[CH2:45]. (6) Given the product [Cl:37][C:23]1[C:24]([NH:26][C:27]2[CH:36]=[CH:35][CH:34]=[CH:33][C:28]=2[C:29]([NH:31][CH3:32])=[O:30])=[N:25][C:20]([NH:18][C:4]2[C:3]([O:2][CH3:1])=[CH:17][C:7]3[CH2:8][CH2:9][N:10]([CH2:13][CH2:14][O:15][CH3:16])[CH2:11][CH2:12][C:6]=3[CH:5]=2)=[N:21][CH:22]=1, predict the reactants needed to synthesize it. The reactants are: [CH3:1][O:2][C:3]1[C:4]([NH2:18])=[CH:5][C:6]2[CH2:12][CH2:11][N:10]([CH2:13][CH2:14][O:15][CH3:16])[CH2:9][CH2:8][C:7]=2[CH:17]=1.Cl[C:20]1[N:25]=[C:24]([NH:26][C:27]2[CH:36]=[CH:35][CH:34]=[CH:33][C:28]=2[C:29]([NH:31][CH3:32])=[O:30])[C:23]([Cl:37])=[CH:22][N:21]=1.Cl.O1CCOCC1. (7) Given the product [F:1][C:2]1[CH:3]=[C:4]2[C:9](=[CH:10][CH:11]=1)[CH:8]=[C:7]([OH:12])[CH:6]=[CH:5]2, predict the reactants needed to synthesize it. The reactants are: [F:1][C:2]1[CH:3]=[C:4]2[C:9](=[CH:10][CH:11]=1)[CH:8]=[C:7]([O:12][Si](C(C)(C)C)(C)C)[CH:6]=[CH:5]2.[F-].C([N+](CCCC)(CCCC)CCCC)CCC.